Dataset: NCI-60 drug combinations with 297,098 pairs across 59 cell lines. Task: Regression. Given two drug SMILES strings and cell line genomic features, predict the synergy score measuring deviation from expected non-interaction effect. (1) Drug 1: CC1=C2C(C(=O)C3(C(CC4C(C3C(C(C2(C)C)(CC1OC(=O)C(C(C5=CC=CC=C5)NC(=O)OC(C)(C)C)O)O)OC(=O)C6=CC=CC=C6)(CO4)OC(=O)C)OC)C)OC. Drug 2: CC(C)NC(=O)C1=CC=C(C=C1)CNNC.Cl. Cell line: HCT116. Synergy scores: CSS=68.7, Synergy_ZIP=10.7, Synergy_Bliss=12.7, Synergy_Loewe=-23.4, Synergy_HSA=12.7. (2) Drug 1: CCC1=CC2CC(C3=C(CN(C2)C1)C4=CC=CC=C4N3)(C5=C(C=C6C(=C5)C78CCN9C7C(C=CC9)(C(C(C8N6C)(C(=O)OC)O)OC(=O)C)CC)OC)C(=O)OC.C(C(C(=O)O)O)(C(=O)O)O. Drug 2: CCC1(CC2CC(C3=C(CCN(C2)C1)C4=CC=CC=C4N3)(C5=C(C=C6C(=C5)C78CCN9C7C(C=CC9)(C(C(C8N6C=O)(C(=O)OC)O)OC(=O)C)CC)OC)C(=O)OC)O.OS(=O)(=O)O. Cell line: SF-295. Synergy scores: CSS=13.6, Synergy_ZIP=-3.88, Synergy_Bliss=0.668, Synergy_Loewe=4.78, Synergy_HSA=3.62. (3) Drug 1: CS(=O)(=O)C1=CC(=C(C=C1)C(=O)NC2=CC(=C(C=C2)Cl)C3=CC=CC=N3)Cl. Drug 2: C1C(C(OC1N2C=NC(=NC2=O)N)CO)O. Cell line: NCI-H322M. Synergy scores: CSS=13.0, Synergy_ZIP=-3.08, Synergy_Bliss=-0.343, Synergy_Loewe=-4.44, Synergy_HSA=0.0258.